Dataset: Forward reaction prediction with 1.9M reactions from USPTO patents (1976-2016). Task: Predict the product of the given reaction. (1) Given the reactants [OH:1][CH2:2][CH2:3][CH2:4][C:5]1[CH:22]=[CH:21][C:8]([O:9][CH2:10][C:11]2[CH:20]=[CH:19][CH:18]=[CH:17][C:12]=2[C:13]([O:15][CH3:16])=[O:14])=[CH:7][CH:6]=1.[CH2:23]([O:30][C:31]1[CH:36]=[CH:35][C:34](O)=[CH:33][CH:32]=1)[C:24]1[CH:29]=[CH:28][CH:27]=[CH:26][CH:25]=1.C(P(=CC#N)(CCCC)CCCC)CCC, predict the reaction product. The product is: [CH2:23]([O:30][C:31]1[CH:36]=[CH:35][C:34]([O:1][CH2:2][CH2:3][CH2:4][C:5]2[CH:6]=[CH:7][C:8]([O:9][CH2:10][C:11]3[CH:20]=[CH:19][CH:18]=[CH:17][C:12]=3[C:13]([O:15][CH3:16])=[O:14])=[CH:21][CH:22]=2)=[CH:33][CH:32]=1)[C:24]1[CH:29]=[CH:28][CH:27]=[CH:26][CH:25]=1. (2) Given the reactants [F:1][C:2]1[CH:3]=[C:4]2[C:8](=[C:9]([N+:11]([O-:13])=[O:12])[CH:10]=1)[NH:7][CH:6]=[CH:5]2.CC1(C)OC(=O)[C:18](=[CH:22][C:23]2[CH:28]=[CH:27][C:26]([C:29]([F:32])([F:31])[F:30])=[CH:25][CH:24]=2)[C:17](=[O:33])[O:16]1, predict the reaction product. The product is: [F:1][C:2]1[CH:3]=[C:4]2[C:8](=[C:9]([N+:11]([O-:13])=[O:12])[CH:10]=1)[NH:7][CH:6]=[C:5]2[CH:22]([C:23]1[CH:28]=[CH:27][C:26]([C:29]([F:30])([F:31])[F:32])=[CH:25][CH:24]=1)[CH2:18][C:17]([OH:33])=[O:16].